This data is from Experimentally validated miRNA-target interactions with 360,000+ pairs, plus equal number of negative samples. The task is: Binary Classification. Given a miRNA mature sequence and a target amino acid sequence, predict their likelihood of interaction. (1) The miRNA is mmu-miR-205-5p with sequence UCCUUCAUUCCACCGGAGUCUG. The protein sequence of the target gene is MEDTPPSLSCSDCQRHFPSLPELSRHRELLHPSPNQDSEEADSIPRPYRCQQCGRGYRHPGSLVNHRRTHETGLFPCTTCGKDFSNPMALKSHMRTHAPEGRRRHRPPRPKEATPHLQGETVSTDSWGQRLGSSEGWENQTKHTEETPDCESVPDPRAASGTWEDLPTRQREGLASHPGPEDGADGWGPSTNSARAPPLPIPASSLLSNLEQYLAESVVNFTGGQEPTQSPPAEEERRYKCSQCGKTYKHAGSLTNHRQSHTLGIYPCAICFKEFSNLMALKNHSRLHAQYRPYHCPHCP.... Result: 0 (no interaction). (2) The miRNA is cel-miR-256 with sequence UGGAAUGCAUAGAAGACUGUA. The protein sequence of the target gene is MAEPSAPESKHKSSLNSSPWSGLMALGNSRHGHHGPGAQCAHKAAGGAAPPKPAPAGLSGGLSQPAGWQSLLSFTILFLAWLAGFSSRLFAVIRFESIIHEFDPWFNYRSTHHLASHGFYEFLNWFDERAWYPLGRIVGGTVYPGLMITAGLIHWILNTLNITVHIRDVCVFLAPTFSGLTSISTFLLTRELWNQGAGLLAACFIAIVPGYISRSVAGSFDNEGIAIFALQFTYYLWVKSVKTGSVFWTMCCCLSYFYMVSAWGGYVFIINLIPLHVFVLLLMQRYSKRVYIAYSTFYIV.... Result: 0 (no interaction). (3) The miRNA is mmu-miR-466d-5p with sequence UGUGUGUGCGUACAUGUACAUG. The protein sequence of the target gene is MDIENEQTLNVNPTDPDNLSDSLFSGDEENAGTEEIKNEINGNWISASTINEARINAKAKRRLRKNSSRDSGRGDSVSDNGSEAVRSGVAVPTSPKGRLLDRRSRSGKGRGLPKKGGAGGKGVWGTPGQVYDVEEVDVKDPNYDDDQENCVYETVVLPLDETAFEKTLTPIIQEYFEHGDTNEVAEMLRDLNLGEMKSGVPVLAVSLALEGKASHREMTSKLLSDLCGTVMSTNDVEKSFDKLLKDLPELALDTPRAPQLVGQFIARAVGDGILCNTYIDSYKGTVDCVQARAALDKATV.... Result: 1 (interaction). (4) Result: 0 (no interaction). The miRNA is hsa-miR-6787-3p with sequence UCUCAGCUGCUGCCCUCUCCAG. The protein sequence of the target gene is MSDAAEAPREATGENGETEMKEEEEPNPNYKEVEDPQQESKDDTIAWRESQEEERKTGEEEGEEEGKEDKKIVMEETEEKAGEVQEKEASGIQEETTVEPQEVTASMIRLETQITDSQSITSGIFPKTQRGSKSKLSLQLEDAETDELLRDLSTQIEFLDLDQISPEEQQISSPERQPSGELEEKTDRMPQDELGQERRDLEPENREEGQERRVSDIQSKAGISRESLVSSTTEDILFQKDKSTPVYPLTMTWSFGWNSSLPVYYIREERQRVLLYVCAHTAIIYNVFRNNQYHLQGHAN.... (5) The protein sequence of the target gene is MNCKEGTDSSCGCRGNDEKKMLKCVVVGDGAVGKTCLLMSYANDAFPEEYVPTVFDHYAVTVTVGGKQHLLGLYDTAGQEDYNQLRPLSYPNTDVFLICFSVVNPASYHNVQEEWVPELKDCMPHVPYVLIGTQIDLRDDPKTLARLLYMKEKPLTYEHGVKLAKAIGAQCYLECSALTQKGLKAVFDEAILTIFHPKKKKKRCSEGHSCCSII. The miRNA is hsa-miR-4471 with sequence UGGGAACUUAGUAGAGGUUUAA. Result: 0 (no interaction). (6) The miRNA is mmu-miR-23b-3p with sequence AUCACAUUGCCAGGGAUUACC. The protein sequence of the target gene is MIMFLPVGRMSLGILILFLTGGNLVSASEERQEPMHAVSVLSPEKSTDLSLPTRKRQLLDATETGRRWLLRRRRSILFPNGVKICSSETVAEAVANHVKYFKARVCQEAIWEAFRTFWDRLPGRDEYRHWMNLCEDGVTSVFEMGAHFSQSVEHRNLIMKKLAYTREAESSSCKDQSCGPELSFPVPIGETSTLTGAVSSASYPGLASESSAASPQESISNEIENVTEEPTQPAAEQIAEFSIQLLGKRYSEELRDPSSALYRLLVEEFISEVEKAFTGLPGYKGIRVLEFRAPEENDSG.... Result: 0 (no interaction). (7) The miRNA is hsa-miR-218-1-3p with sequence AUGGUUCCGUCAAGCACCAUGG. The protein sequence of the target gene is MDKGRERMAAAAAAAAAAAAAQCRSPRCAAERRGFRRELDSWRHRLMHCVGFESILEGLYGPRLRRDLSLFEDCEPEELTDWSMDEKCSFCNLQREAVSDCIPSLDSSQSTPTEELSSQGQSHTDKIECQAESYLNALFRKKDLPQNCDPNIPLVAQELMKKMIRQFAIEYISKSGKIQENRNGSIGASLVCKSIQMNQADNCLQDEQEGPLDLTVTRTQEQTAQQGDGVLDLSTKKTSIKSEESSISDPSSENAVAGRLHRNREDYVERSAEFADGLLSKALKDIQSGALDINKAGILY.... Result: 0 (no interaction).